This data is from NCI-60 drug combinations with 297,098 pairs across 59 cell lines. The task is: Regression. Given two drug SMILES strings and cell line genomic features, predict the synergy score measuring deviation from expected non-interaction effect. (1) Synergy scores: CSS=69.6, Synergy_ZIP=4.77, Synergy_Bliss=5.09, Synergy_Loewe=-15.2, Synergy_HSA=7.03. Drug 2: N.N.Cl[Pt+2]Cl. Drug 1: COC1=NC(=NC2=C1N=CN2C3C(C(C(O3)CO)O)O)N. Cell line: SK-MEL-2. (2) Drug 1: CC12CCC(CC1=CCC3C2CCC4(C3CC=C4C5=CN=CC=C5)C)O. Drug 2: C1CC(C1)(C(=O)O)C(=O)O.[NH2-].[NH2-].[Pt+2]. Cell line: MALME-3M. Synergy scores: CSS=33.4, Synergy_ZIP=-4.26, Synergy_Bliss=3.75, Synergy_Loewe=3.30, Synergy_HSA=4.23. (3) Drug 1: C(CC(=O)O)C(=O)CN.Cl. Drug 2: C1=CN(C=N1)CC(O)(P(=O)(O)O)P(=O)(O)O. Cell line: OVCAR-8. Synergy scores: CSS=1.65, Synergy_ZIP=4.84, Synergy_Bliss=-0.626, Synergy_Loewe=-0.145, Synergy_HSA=-0.231. (4) Drug 1: CCCCCOC(=O)NC1=NC(=O)N(C=C1F)C2C(C(C(O2)C)O)O. Drug 2: CC=C1C(=O)NC(C(=O)OC2CC(=O)NC(C(=O)NC(CSSCCC=C2)C(=O)N1)C(C)C)C(C)C. Cell line: HCC-2998. Synergy scores: CSS=67.9, Synergy_ZIP=3.89, Synergy_Bliss=7.58, Synergy_Loewe=-44.0, Synergy_HSA=0.119. (5) Drug 1: C1CC(C1)(C(=O)O)C(=O)O.[NH2-].[NH2-].[Pt+2]. Drug 2: CCCCCOC(=O)NC1=NC(=O)N(C=C1F)C2C(C(C(O2)C)O)O. Cell line: NCI-H460. Synergy scores: CSS=7.12, Synergy_ZIP=-4.99, Synergy_Bliss=-2.11, Synergy_Loewe=-8.99, Synergy_HSA=-2.62.